Predict which catalyst facilitates the given reaction. From a dataset of Catalyst prediction with 721,799 reactions and 888 catalyst types from USPTO. Reactant: Cl[C:2]1[C:11]2[C:6](=[CH:7][CH:8]=[CH:9][CH:10]=2)[C:5]([O:12][CH2:13][CH3:14])=[CH:4][N:3]=1.[F-:15].[Cs+]. Product: [F:15][C:2]1[C:11]2[C:6](=[CH:7][CH:8]=[CH:9][CH:10]=2)[C:5]([O:12][CH2:13][CH3:14])=[CH:4][N:3]=1. The catalyst class is: 58.